This data is from Catalyst prediction with 721,799 reactions and 888 catalyst types from USPTO. The task is: Predict which catalyst facilitates the given reaction. Reactant: [F:1][C:2]([F:32])([F:31])[O:3][C:4]1[CH:9]=[CH:8][C:7]([C:10]2[N:11]=[C:12]([CH2:15][C:16]3([NH:20]C(=O)OCC4C=CC=CC=4)[CH2:19][O:18][CH2:17]3)[NH:13][CH:14]=2)=[CH:6][CH:5]=1.[H][H]. Product: [F:32][C:2]([F:1])([F:31])[O:3][C:4]1[CH:5]=[CH:6][C:7]([C:10]2[N:11]=[C:12]([CH2:15][C:16]3([NH2:20])[CH2:17][O:18][CH2:19]3)[NH:13][CH:14]=2)=[CH:8][CH:9]=1. The catalyst class is: 125.